This data is from Full USPTO retrosynthesis dataset with 1.9M reactions from patents (1976-2016). The task is: Predict the reactants needed to synthesize the given product. Given the product [C:1]([O:5][C:6](=[O:37])[NH:7][CH2:8][CH:9]([C:30]1[CH:35]=[CH:34][CH:33]=[C:32]([NH:36][C:45](=[O:47])[CH3:46])[CH:31]=1)[NH:10][C:11]([C:13]1[S:29][C:16]2=[N:17][C:18]3[CH2:19][CH2:20][CH:21]([C:25]([CH3:28])([CH3:27])[CH3:26])[CH2:22][C:23]=3[CH:24]=[C:15]2[CH:14]=1)=[O:12])([CH3:2])([CH3:3])[CH3:4], predict the reactants needed to synthesize it. The reactants are: [C:1]([O:5][C:6](=[O:37])[NH:7][CH2:8][CH:9]([C:30]1[CH:35]=[CH:34][CH:33]=[C:32]([NH2:36])[CH:31]=1)[NH:10][C:11]([C:13]1[S:29][C:16]2=[N:17][C:18]3[CH2:19][CH2:20][CH:21]([C:25]([CH3:28])([CH3:27])[CH3:26])[CH2:22][C:23]=3[CH:24]=[C:15]2[CH:14]=1)=[O:12])([CH3:4])([CH3:3])[CH3:2].C(N(CC)CC)C.[C:45](Cl)(=[O:47])[CH3:46].